This data is from Forward reaction prediction with 1.9M reactions from USPTO patents (1976-2016). The task is: Predict the product of the given reaction. (1) Given the reactants C[O:2][C:3](=[O:27])[C@@H:4]([N:9]1[CH2:13][C:12]2[CH2:14][C:15]3[C:16]([O:24][CH3:25])=[CH:17][CH:18]=[C:19]([O:22][CH3:23])[C:20]=3[O:21][C:11]=2[C:10]1=[O:26])[CH2:5][CH:6]([CH3:8])[CH3:7].O.[OH-].[Li+], predict the reaction product. The product is: [CH3:23][O:22][C:19]1[C:20]2[O:21][C:11]3[C:10](=[O:26])[N:9]([C@@H:4]([CH2:5][CH:6]([CH3:8])[CH3:7])[C:3]([OH:27])=[O:2])[CH2:13][C:12]=3[CH2:14][C:15]=2[C:16]([O:24][CH3:25])=[CH:17][CH:18]=1. (2) Given the reactants Br[C:2]1[CH:11]=[C:10]2[C:5]([CH:6]=[CH:7][C:8](=[O:12])[NH:9]2)=[CH:4][CH:3]=1.[CH3:13][C@H:14]1[O:19][CH2:18][C@@H:17]([C:20]2[CH:25]=[CH:24][CH:23]=[CH:22][CH:21]=2)[NH:16][CH2:15]1, predict the reaction product. The product is: [CH3:13][C@@H:14]1[CH2:15][N:16]([C:2]2[CH:11]=[C:10]3[C:5]([CH:6]=[CH:7][C:8](=[O:12])[NH:9]3)=[CH:4][CH:3]=2)[C@H:17]([C:20]2[CH:21]=[CH:22][CH:23]=[CH:24][CH:25]=2)[CH2:18][O:19]1. (3) Given the reactants CN1[C:6]([C:7]([C:9]2[CH:14]=[CH:13][C:12]([N+:15]([O-])=O)=[CH:11][CH:10]=2)=[O:8])=[CH:5]N=C1.C1(P(C2CCCCC2)[C:25]2C=CC=C[C:26]=2[C:31]2[C:36](C(C)C)=CC(C(C)C)=C[C:32]=2C(C)C)CCCCC1.CC([N:55](C)C)=O, predict the reaction product. The product is: [NH2:15][C:12]1[CH:11]=[CH:10][C:9]([C:7]([C:6]2[CH:5]=[CH:36][C:31]([C:32]#[N:55])=[CH:26][CH:25]=2)=[O:8])=[CH:14][CH:13]=1. (4) Given the reactants [Cl:1][C:2]1[CH:10]=[CH:9][C:8]2[N:7]([CH2:11][C:12]([OH:14])=[O:13])[C:6]3[CH2:15][CH2:16][N:17]([CH3:19])[CH2:18][C:5]=3[C:4]=2[CH:3]=1.CCN=C=NCCCN(C)C.[CH2:31](O)[C:32]1[CH:37]=[CH:36][CH:35]=[CH:34][CH:33]=1, predict the reaction product. The product is: [Cl:1][C:2]1[CH:10]=[CH:9][C:8]2[N:7]([CH2:11][C:12]([O:14][CH2:31][C:32]3[CH:37]=[CH:36][CH:35]=[CH:34][CH:33]=3)=[O:13])[C:6]3[CH2:15][CH2:16][N:17]([CH3:19])[CH2:18][C:5]=3[C:4]=2[CH:3]=1. (5) The product is: [F:1][C:2]1[CH:7]=[CH:6][C:5]([C@@H:8]([C:10]2[N:19]=[C:18]([NH:20][C:21]3[CH:25]=[C:24]([CH3:26])[NH:23][N:22]=3)[C:17]3[C:12](=[CH:13][CH:14]=[CH:15][CH:16]=3)[N:11]=2)[OH:9])=[CH:4][CH:3]=1. Given the reactants [F:1][C:2]1[CH:7]=[CH:6][C:5]([C:8]([C:10]2[N:19]=[C:18]([NH:20][C:21]3[CH:25]=[C:24]([CH3:26])[NH:23][N:22]=3)[C:17]3[C:12](=[CH:13][CH:14]=[CH:15][CH:16]=3)[N:11]=2)=[O:9])=[CH:4][CH:3]=1.CC([O-])(C)C.[K+].CC(O)(C)C.CC(O)C.O.[H][H], predict the reaction product. (6) Given the reactants [C:1](C1C=CC=CC=1)(=O)[C:2]1[CH:7]=[CH:6][CH:5]=[CH:4][CH:3]=1.[OH:15][NH2:16].CCOC(/N=N/C(OCC)=O)=O.C1(P(C2C=CC=CC=2)C2C=CC=CC=2)C=CC=CC=1, predict the reaction product. The product is: [O:15]1[C:3]2[CH:4]=[CH:5][CH:6]=[CH:7][C:2]=2[CH:1]=[N:16]1. (7) Given the reactants [F:1][C:2]1[CH:11]=[C:10]2[C:5]([NH:6][CH2:7][C:8](=[O:12])[NH:9]2)=[CH:4][CH:3]=1.[OH-].[Na+].OO.C(O)(=O)C, predict the reaction product. The product is: [F:1][C:2]1[CH:11]=[C:10]2[C:5]([N:6]=[CH:7][C:8]([OH:12])=[N:9]2)=[CH:4][CH:3]=1. (8) The product is: [Br:3][C:4]1[CH:5]=[CH:6][C:7]([CH2:8][N:9]2[CH:14]3[CH2:15][CH2:16][CH:10]2[CH2:11][CH:12]([OH:17])[CH2:13]3)=[CH:18][CH:19]=1. Given the reactants [BH4-].[Na+].[Br:3][C:4]1[CH:19]=[CH:18][C:7]([CH2:8][N:9]2[CH:14]3[CH2:15][CH2:16][CH:10]2[CH2:11][C:12](=[O:17])[CH2:13]3)=[CH:6][CH:5]=1, predict the reaction product. (9) Given the reactants [C:1]([O:5][CH:6]([C:10]1[C:19]([CH3:20])=[CH:18][C:17]2[C:12](=[CH:13][C:14]([C:21]#[C:22][C:23]([OH:26])([CH3:25])[CH3:24])=[CH:15][CH:16]=2)[C:11]=1[C:27]1[CH:32]=[CH:31][C:30]([Cl:33])=[CH:29][CH:28]=1)[C:7]([OH:9])=[O:8])([CH3:4])([CH3:3])[CH3:2], predict the reaction product. The product is: [C:1]([O:5][CH:6]([C:10]1[C:19]([CH3:20])=[CH:18][C:17]2[C:12](=[CH:13][C:14]([CH2:21][CH2:22][C:23]([OH:26])([CH3:24])[CH3:25])=[CH:15][CH:16]=2)[C:11]=1[C:27]1[CH:28]=[CH:29][C:30]([Cl:33])=[CH:31][CH:32]=1)[C:7]([OH:9])=[O:8])([CH3:2])([CH3:3])[CH3:4]. (10) Given the reactants [C:1]([CH:5]1[N:14]2[C:9](=[CH:10][C:11](=[O:20])[C:12]([C:15]([O:17][CH2:18][CH3:19])=[O:16])=[CH:13]2)[C:8]2[CH:21]=[C:22]([O:26][CH3:27])[C:23]([OH:25])=[CH:24][C:7]=2[CH2:6]1)([CH3:4])([CH3:3])[CH3:2].Br[CH2:29][CH2:30][CH2:31][CH2:32][CH2:33][OH:34].[C:35]([O-])([O-])=O.[K+].[K+], predict the reaction product. The product is: [C:1]([CH:5]1[N:14]2[C:9](=[CH:10][C:11](=[O:20])[C:12]([C:15]([O:17][CH2:18][CH3:19])=[O:16])=[CH:13]2)[C:8]2[CH:21]=[C:22]([O:26][CH3:27])[C:23]([O:25][CH2:35][CH2:29][CH2:30][CH2:31][CH2:32][CH2:33][OH:34])=[CH:24][C:7]=2[CH2:6]1)([CH3:2])([CH3:3])[CH3:4].